Dataset: Peptide-MHC class I binding affinity with 185,985 pairs from IEDB/IMGT. Task: Regression. Given a peptide amino acid sequence and an MHC pseudo amino acid sequence, predict their binding affinity value. This is MHC class I binding data. (1) The peptide sequence is DVQRTRCKY. The MHC is HLA-A68:01 with pseudo-sequence HLA-A68:01. The binding affinity (normalized) is 0.157. (2) The peptide sequence is ELVNQIIEQL. The MHC is HLA-B40:02 with pseudo-sequence HLA-B40:02. The binding affinity (normalized) is 0. (3) The peptide sequence is LGKGFASLM. The MHC is H-2-Kb with pseudo-sequence H-2-Kb. The binding affinity (normalized) is 0.238. (4) The peptide sequence is NLSWLSLDV. The MHC is HLA-A68:02 with pseudo-sequence HLA-A68:02. The binding affinity (normalized) is 0.0524.